The task is: Binary Classification. Given a miRNA mature sequence and a target amino acid sequence, predict their likelihood of interaction.. This data is from Experimentally validated miRNA-target interactions with 360,000+ pairs, plus equal number of negative samples. (1) The miRNA is mmu-miR-881-3p with sequence AACUGUGUCUUUUCUGAAUAGA. The protein sequence of the target gene is MGMSSLKLLKYVLFIFNLLFWVCGCCILGFGIYFLVQNTYGVLFRNLPFLTLGNILVIVGSIIMVVAFLGCMGSIKENKCLLMSFFVLLLIILLAEVTIAILLFVYEQKLNTLVAEGLNDSIQHYHSDNSTMKAWDFIQTQLQCCGVNGSSDWTSGPPSSCPSGADVQGCYNKAKSWFHSNFLYIGIITICVCVIQVLGMSFALTLNCQIDKTSQALGL. Result: 0 (no interaction). (2) The miRNA is hsa-miR-3663-3p with sequence UGAGCACCACACAGGCCGGGCGC. The protein sequence of the target gene is MMGLGNGRRSMKSPPLILAALVACVIVLGFNYWIASSRSVELQTRIVELEGRVRRAAAERGAVELKKNEFQGELQKQREQLDRIQSSHSFQLENVNKLHQDEKAVLVNNITTGEKLIRDLQDQLKALQRSYSSLQQDIFQFQKNQTSLEKKFSYDLNQCISQMTEVKEQCDERIEEVIRKRNEAPGSRDLAETNNQHQQALKPQPKLQEEVPSEEQMPQEKGDVPRNKSQIPAPNSESLGLKPQVQNEETNEIQAVGEEHQQASIQGQAVADGTRVGAEKLDQHTQLPAGLLARPEEDSQ.... Result: 0 (no interaction). (3) The miRNA is cel-miR-79-3p with sequence AUAAAGCUAGGUUACCAAAGCU. The protein sequence of the target gene is MAQYALEAGVSWLATSVSVVASGTWQFAKWTHKYVMQQAEELEADEPEESYFQQMVDKEKEFHNYVRQQIICMWLFMLLYLFAYWLISRLKRKTEREALYAGEEDYFVYRVSVWISSTATATSIGSLTLLPFSVIGVELLQLYDGNYYLQWLSYSLIGALWNYVFVLSNVSLFVLLPFSYFFIESQGFSTSKIGNDMTQRIYEAMAISFLFAFVLLCLAEVVLTILDYPVSFLSITSVNLPLIYSCVSFIGAVLLLISTPYGFAKMFSLARDFLVTEETADIEEENSEQSEDVTEPKNSS.... Result: 1 (interaction). (4) The protein sequence of the target gene is MEASGKLICRQRQVLFSFLLLGLSLAGAAEPRSYSVVEETEGSSFVTNLAKDLGLEQREFSRRGVRVVSRGNKLHLQLNQETADLLLNEKLDREDLCGHTEPCVLRFQVLLESPFEFFQAELQVIDINDHSPVFLDKQMLVKVSESSPPGTAFPLKNAEDLDIGQNNIENYIISPNSYFRVLTRKRSDGRKYPELVLDKALDREEEAELRLTLTALDGGSPPRSGTAQVYIEVVDVNDNAPEFEQPFYRVQISEDSPISFLVVKVSATDVDTGVNGEISYSLFQASDEISKTFKVDFLTG.... The miRNA is hsa-miR-26b-5p with sequence UUCAAGUAAUUCAGGAUAGGU. Result: 1 (interaction). (5) The miRNA is hsa-miR-526b-5p with sequence CUCUUGAGGGAAGCACUUUCUGU. The protein sequence of the target gene is MGSPESEVSPDVQEQEAATDNPEVFEEDSADAAEGEDQIEQEEPPNCDEEAYNRDAAAATMQVGEDLGEEGDHVQEDPAEESCQIIPFESDSVEEDFSPTLTENPYEIFPTESTSFCNNTYSLDESANGHEPVCEICVEEVPGVGPPLNQHDSLPDGSGEDSPVVPDVVVVPENEGPVDDALSSPYVMGVGLLSLGEGAQSDTQAASGTLSGYSTWEEGDSEGGQVPVDRKNIATRARPHSGKVAGHVPETVLEETGPETCSSGMGIRDTSDEVRKIGILPEGKPPECVRALPAKPRAFT.... Result: 0 (no interaction). (6) The miRNA is hsa-miR-3187-3p with sequence UUGGCCAUGGGGCUGCGCGG. The protein sequence of the target gene is MTKMDIRGAVDAAVPTNIIAAKAAEVRANKVNWQSYLQGQMISAEDCEFIQRFEMKRSSEDKQEMLQTEGSQCAKTFINLMTHISKEQTVQYILTMVDDMLQENHQRVSIFFDYAKRSKSTAWPYFLPMLNRQDPFTVHMAARIIAKLAAWGKELMEGSDLNYYFNWIKTQLSSQKLRGSGVAVETGTISSSDSSQYVQCVAGCLQLMLRVNEYRFAWVEADGVNCIMGVLSNKCGFQLQYQMIFSIWLLAFSPQMCEHLRRYNIIPVLSDILQESVKEKVTRIILAAFRNFLEKSTERE.... Result: 0 (no interaction). (7) The miRNA is mmu-miR-452-3p with sequence UCAGUCUCAUCUGCAAAGAGGU. The protein sequence of the target gene is MELRSELPSVPGAATAAATATGPPVASVASVAAAAAAAASLPVSVAGGLLRAPPLLLRAAEKYPRTPKCARCRNHGVVSALKGHKRYCRWKDCLCAKCTLIAERQRVMAAQVALRRQQAQEENEARELQLLYGTAEGLALAAANGIIPPRPAYEVFGSVCATDGGGPGAGAPAGSAGGAGGAEAKLQKFDLFPKTLLQAGRPDSPQPPPGKPLSPDGADSGPRTSSPEVRPGSGSENGDGESFSGSPLARASKEAGGSCPGSAGAGGGGEEDSPGSSSPLGSESGSEADKEEAEAAPTPG.... Result: 0 (no interaction).